Task: Predict which catalyst facilitates the given reaction.. Dataset: Catalyst prediction with 721,799 reactions and 888 catalyst types from USPTO (1) Reactant: [O:1]=[S:2]1(=[O:12])[CH2:6][CH2:5][C:4]2[CH:7]=[C:8]([NH2:11])[CH:9]=[CH:10][C:3]1=2.[C:13]([C:15](=[CH:21]OCC)[C:16]([O:18][CH2:19][CH3:20])=[O:17])#[N:14].C(OCC)(=O)C. Product: [C:13]([CH:15](/[CH:21]=[N:11]/[C:8]1[CH:9]=[CH:10][C:3]2[S:2](=[O:12])(=[O:1])[CH2:6][CH2:5][C:4]=2[CH:7]=1)[C:16]([O:18][CH2:19][CH3:20])=[O:17])#[N:14]. The catalyst class is: 8. (2) The catalyst class is: 18. Product: [O:11]1[C:12]2[CH:18]=[CH:17][CH:16]=[CH:15][C:13]=2[N:14]=[C:10]1[C:4]1[CH:5]=[CH:6][C:7]([CH2:8][C:19]#[N:20])=[C:2]([Br:1])[CH:3]=1. Reactant: [Br:1][C:2]1[CH:3]=[C:4]([C:10]2[O:11][C:12]3[CH:18]=[CH:17][CH:16]=[CH:15][C:13]=3[N:14]=2)[CH:5]=[CH:6][C:7]=1[CH2:8]Br.[C-:19]#[N:20].[Na+].O. (3) Reactant: [NH2:1][C@H:2]([C:16]([O:18][CH3:19])=[O:17])[CH2:3][N:4]([C:9]([O:11][C:12]([CH3:15])([CH3:14])[CH3:13])=[O:10])[CH2:5][C:6](O)=[O:7].C1CCC(N=C=NC2CCCCC2)CC1.CCN(CC)CC. Product: [O:7]=[C:6]1[CH2:5][N:4]([C:9]([O:11][C:12]([CH3:15])([CH3:14])[CH3:13])=[O:10])[CH2:3][C@@H:2]([C:16]([O:18][CH3:19])=[O:17])[NH:1]1. The catalyst class is: 2. (4) Reactant: Br[C:2]1[CH:7]=[CH:6][C:5]([F:8])=[CH:4][N:3]=1.C([Li])(CC)C.[CH3:14][Si:15]([CH3:22])([CH3:21])[C:16]#[C:17][C:18](=[O:20])[CH3:19]. Product: [F:8][C:5]1[CH:6]=[CH:7][C:2]([C:18]([OH:20])([C:17]#[C:16][Si:15]([CH3:22])([CH3:21])[CH3:14])[CH3:19])=[N:3][CH:4]=1. The catalyst class is: 28. (5) Reactant: [CH3:1][C:2]1[CH:7]=[CH:6][N:5]=[CH:4][N:3]=1.[F:8][C:9]1[CH:19]=[CH:18][C:12]([C:13](OCC)=[O:14])=[CH:11][CH:10]=1.C[Si]([N-][Si](C)(C)C)(C)C.[Li+]. Product: [F:8][C:9]1[CH:19]=[CH:18][C:12]([C:13](=[O:14])[CH2:1][C:2]2[CH:7]=[CH:6][N:5]=[CH:4][N:3]=2)=[CH:11][CH:10]=1. The catalyst class is: 30.